From a dataset of Reaction yield outcomes from USPTO patents with 853,638 reactions. Predict the reaction yield, written as a fraction of the theoretical maximum amount of product (1.0 means a 100% yield; for example, 0.34 means a 34% yield). (1) The reactants are [CH3:1][C:2]1[C:6]([CH2:7][N:8]2[CH:12]=[C:11]([NH2:13])[N:10]=[CH:9]2)=[C:5]([CH3:14])[O:4][N:3]=1.[O:15]1[C:19]2[CH:20]=[CH:21][C:22]([C:24](Cl)=[O:25])=[CH:23][C:18]=2[O:17][CH2:16]1.C(N(CC)CC)C. The catalyst is ClCCl. The product is [CH3:1][C:2]1[C:6]([CH2:7][N:8]2[CH:12]=[C:11]([NH:13][C:24]([C:22]3[CH:21]=[CH:20][C:19]4[O:15][CH2:16][O:17][C:18]=4[CH:23]=3)=[O:25])[N:10]=[CH:9]2)=[C:5]([CH3:14])[O:4][N:3]=1. The yield is 0.150. (2) The reactants are [NH:1]1[CH2:6][CH2:5][CH:4]([C:7]2[C:15]3[C:10](=[CH:11][CH:12]=[CH:13][CH:14]=3)[NH:9][CH:8]=2)[CH2:3][CH2:2]1.[CH3:16][O:17][C:18](=[O:27])[C:19]1[CH:24]=[CH:23][CH:22]=[C:21]([CH2:25]Br)[CH:20]=1. The yield is 0.790. No catalyst specified. The product is [CH3:16][O:17][C:18](=[O:27])[C:19]1[CH:24]=[CH:23][CH:22]=[C:21]([CH2:25][N:1]2[CH2:6][CH2:5][CH:4]([C:7]3[C:15]4[C:10](=[CH:11][CH:12]=[CH:13][CH:14]=4)[NH:9][CH:8]=3)[CH2:3][CH2:2]2)[CH:20]=1. (3) The yield is 0.510. The catalyst is CCCCCC. The product is [OH:33][CH:16]1[CH2:17][C:18]([N+:26]([O-:28])=[O:27])([C:20]2[CH:25]=[CH:24][CH:23]=[CH:22][CH:21]=2)[CH2:19][N:14]([CH3:13])[C:15]1=[O:29]. The reactants are C(NC(C)C)(C)C.[Li]CCCC.[CH3:13][N:14]1[CH2:19][C:18]([N+:26]([O-:28])=[O:27])([C:20]2[CH:25]=[CH:24][CH:23]=[CH:22][CH:21]=2)[CH2:17][CH2:16][C:15]1=[O:29].C1C[O:33]CC1. (4) The reactants are [CH:1]([C:3]1[NH:4][C:5]2[CH2:6][CH2:7][CH2:8][CH2:9][C:10]=2[C:11]=1[CH:12]([CH3:16])C(O)=O)=O.[Cl:17][C:18]1[C:19]([CH3:28])=[C:20]2[C:24](=[CH:25][CH:26]=1)[NH:23][C:22](=[O:27])[CH2:21]2.N1CCCCC1.[C:35]([OH:38])(=[O:37])C. The catalyst is C(O)C. The product is [Cl:17][C:18]1[C:19]([CH3:28])=[C:20]2[C:24](=[CH:25][CH:26]=1)[NH:23][C:22](=[O:27])[C:21]2=[CH:1][C:3]1[NH:4][C:5]2[CH2:6][CH2:7][CH2:8][CH2:9][C:10]=2[C:11]=1[CH2:12][CH2:16][C:35]([OH:38])=[O:37]. The yield is 0.800. (5) The product is [CH3:17][C:5]1[N:4]=[C:3]([O:18][CH2:19][C:20]2[C:21]([C:26]3[CH:31]=[CH:30][CH:29]=[CH:28][CH:27]=3)=[N:22][O:23][C:24]=2[CH3:25])[CH:2]=[CH:16][C:6]=1[C:7]([NH:9][CH:10]1[CH2:11][CH2:12][O:13][CH2:14][CH2:15]1)=[O:8]. The yield is 0.200. The catalyst is CO.C1COCC1.[Pd]. The reactants are Br[C:2]1[C:3]([O:18][CH2:19][C:20]2[C:21]([C:26]3[CH:31]=[CH:30][CH:29]=[CH:28][CH:27]=3)=[N:22][O:23][C:24]=2[CH3:25])=[N:4][C:5]([CH3:17])=[C:6]([CH:16]=1)[C:7]([NH:9][CH:10]1[CH2:15][CH2:14][O:13][CH2:12][CH2:11]1)=[O:8].C([O-])=O.[NH4+]. (6) The reactants are [C:1]1([CH:7]([C:31]2[CH:36]=[CH:35][CH:34]=[CH:33][CH:32]=2)[N:8]2[C:16]3[C:11](=[CH:12][CH:13]=[CH:14][C:15]=3[F:17])[C:10](O)([C:18]3[C:27]([OH:28])=[CH:26][C:21]4[O:22][CH2:23][CH2:24][O:25][C:20]=4[CH:19]=3)[C:9]2=[O:30])[CH:6]=[CH:5][CH:4]=[CH:3][CH:2]=1.C([SiH](CC)CC)C. The catalyst is FC(F)(F)C(O)=O. The product is [C:31]1([CH:7]([C:1]2[CH:2]=[CH:3][CH:4]=[CH:5][CH:6]=2)[N:8]2[C:16]3[C:11](=[CH:12][CH:13]=[CH:14][C:15]=3[F:17])[CH:10]([C:18]3[C:27]([OH:28])=[CH:26][C:21]4[O:22][CH2:23][CH2:24][O:25][C:20]=4[CH:19]=3)[C:9]2=[O:30])[CH:32]=[CH:33][CH:34]=[CH:35][CH:36]=1. The yield is 0.610. (7) The reactants are [H-].[Na+].[NH:3]1[C:11]2[C:6](=[CH:7][C:8]([C:12]#[N:13])=[CH:9][CH:10]=2)[CH2:5][CH2:4]1.[C:14](=[S:16])=[S:15].[CH3:17]I. The catalyst is CN(C=O)C. The product is [CH3:17][S:15][C:14]([N:3]1[C:11]2[C:6](=[CH:7][C:8]([C:12]#[N:13])=[CH:9][CH:10]=2)[CH2:5][CH2:4]1)=[S:16]. The yield is 0.760.